Dataset: Reaction yield outcomes from USPTO patents with 853,638 reactions. Task: Predict the reaction yield, written as a fraction of the theoretical maximum amount of product (1.0 means a 100% yield; for example, 0.34 means a 34% yield). The reactants are [CH3:1][O:2][C:3](=[O:28])[CH2:4][O:5][CH2:6][CH2:7][CH2:8][CH2:9][N:10]1[C:15](=[O:16])[CH2:14][CH2:13][CH2:12][C@@H:11]1/[CH:17]=[CH:18]/[CH:19]([OH:27])[CH2:20][C:21]1[CH:26]=[CH:25][CH:24]=[CH:23][CH:22]=1.[H][H]. The catalyst is [Pd].CO. The product is [CH3:1][O:2][C:3](=[O:28])[CH2:4][O:5][CH2:6][CH2:7][CH2:8][CH2:9][N:10]1[C:15](=[O:16])[CH2:14][CH2:13][CH2:12][C@@H:11]1[CH2:17][CH2:18][CH:19]([OH:27])[CH2:20][C:21]1[CH:26]=[CH:25][CH:24]=[CH:23][CH:22]=1. The yield is 0.860.